Dataset: Forward reaction prediction with 1.9M reactions from USPTO patents (1976-2016). Task: Predict the product of the given reaction. (1) The product is: [ClH:49].[C:24]([CH2:23][NH:22][C:21]([C:20]1[N:19]=[C:18]([C:27]([F:30])([F:29])[F:28])[N:15]2[CH2:16][CH2:17][N:12]([C:10](=[O:11])[CH2:9][C@H:8]([NH2:7])[CH2:31][C:32]3[CH:37]=[C:36]([F:38])[C:35]([F:39])=[CH:34][C:33]=3[F:40])[CH2:13][C:14]=12)=[O:26])#[N:25]. Given the reactants C(OC(=O)[NH:7][C@H:8]([CH2:31][C:32]1[CH:37]=[C:36]([F:38])[C:35]([F:39])=[CH:34][C:33]=1[F:40])[CH2:9][C:10]([N:12]1[CH2:17][CH2:16][N:15]2[C:18]([C:27]([F:30])([F:29])[F:28])=[N:19][C:20]([C:21](=[O:26])[NH:22][CH2:23][C:24]#[N:25])=[C:14]2[CH2:13]1)=[O:11])(C)(C)C.FC(F)(F)C(O)=O.[Cl:49]CCl, predict the reaction product. (2) Given the reactants [Cl:1][C:2]1[CH:7]=[C:6]([C:8]([F:11])([F:10])[F:9])[CH:5]=[CH:4][C:3]=1[C:12]1[O:16][C:15]([CH:17]=O)=[CH:14][CH:13]=1.[CH3:19][CH:20]([CH3:36])[C:21]([NH:23][C:24]1[CH:29]=[CH:28][CH:27]=[C:26]([CH:30]2[CH2:35][CH2:34][NH:33][CH2:32][CH2:31]2)[CH:25]=1)=[O:22], predict the reaction product. The product is: [Cl:1][C:2]1[CH:7]=[C:6]([C:8]([F:9])([F:10])[F:11])[CH:5]=[CH:4][C:3]=1[C:12]1[O:16][C:15]([CH2:17][N:33]2[CH2:34][CH2:35][CH:30]([C:26]3[CH:25]=[C:24]([NH:23][C:21](=[O:22])[CH:20]([CH3:19])[CH3:36])[CH:29]=[CH:28][CH:27]=3)[CH2:31][CH2:32]2)=[CH:14][CH:13]=1. (3) Given the reactants [CH3:1][CH:2]([CH3:14])[CH2:3][CH:4]=[C:5]([C:10]([O:12][CH3:13])=[O:11])[C:6]([O:8][CH3:9])=[O:7].[N+:15]([CH3:18])([O-:17])=[O:16].C1CCN2C(=NCCC2)CC1, predict the reaction product. The product is: [CH3:1][CH:2]([CH3:14])[CH2:3][CH:4]([CH:5]([C:6]([O:8][CH3:9])=[O:7])[C:10]([O:12][CH3:13])=[O:11])[CH2:18][N+:15]([O-:17])=[O:16]. (4) Given the reactants [CH3:1][O:2][C:3]1[CH:11]=[CH:10][C:6]([C:7]([NH2:9])=[O:8])=[CH:5][CH:4]=1.Br[C:13]1[CH:18]=[CH:17][C:16]([N+:19]([O-:21])=[O:20])=[CH:15][CH:14]=1.C([O-])([O-])=O.[Cs+].[Cs+], predict the reaction product. The product is: [CH3:1][O:2][C:3]1[CH:11]=[CH:10][C:6]([C:7]([NH:9][C:13]2[CH:18]=[CH:17][C:16]([N+:19]([O-:21])=[O:20])=[CH:15][CH:14]=2)=[O:8])=[CH:5][CH:4]=1. (5) Given the reactants C[O:2][C:3]([C:5]1([C:12]2[CH:17]=[CH:16][C:15]([Cl:18])=[C:14]([Cl:19])[CH:13]=2)[CH2:7][CH:6]1[C:8]([O:10]C)=[O:9])=[O:4].CO.[OH-].[Na+], predict the reaction product. The product is: [Cl:19][C:14]1[CH:13]=[C:12]([C:5]2([C:3]([OH:4])=[O:2])[CH2:7][CH:6]2[C:8]([OH:10])=[O:9])[CH:17]=[CH:16][C:15]=1[Cl:18]. (6) The product is: [Cl:6][C:7]1[C:40]([CH3:41])=[CH:39][C:10]([O:11][CH2:12][CH2:13][CH2:14][C:15]2[C:23]3[C:18](=[C:19]([C:24]4[C:25]([CH3:32])=[N:26][N:27]([CH2:30][CH3:31])[C:28]=4[CH3:29])[CH:20]=[CH:21][CH:22]=3)[N:17]([CH2:33][CH2:34][C:35]([NH:5][S:2]([CH3:1])(=[O:4])=[O:3])=[O:36])[C:16]=2[CH3:38])=[CH:9][C:8]=1[CH3:42]. Given the reactants [CH3:1][S:2]([NH2:5])(=[O:4])=[O:3].[Cl:6][C:7]1[C:40]([CH3:41])=[CH:39][C:10]([O:11][CH2:12][CH2:13][CH2:14][C:15]2[C:23]3[C:18](=[C:19]([C:24]4[C:25]([CH3:32])=[N:26][N:27]([CH2:30][CH3:31])[C:28]=4[CH3:29])[CH:20]=[CH:21][CH:22]=3)[N:17]([CH2:33][CH2:34][C:35](O)=[O:36])[C:16]=2[CH3:38])=[CH:9][C:8]=1[CH3:42], predict the reaction product.